This data is from Reaction yield outcomes from USPTO patents with 853,638 reactions. The task is: Predict the reaction yield, written as a fraction of the theoretical maximum amount of product (1.0 means a 100% yield; for example, 0.34 means a 34% yield). The reactants are [CH3:1][Si:2]([CH:5]=[N+:6]=[N-:7])([CH3:4])[CH3:3].[Li]CCCC.[CH:13]1[C:22]2[C:17](=[CH:18][CH:19]=[CH:20][CH:21]=2)[CH:16]=[C:15]([C:23]#[N:24])[N:14]=1.[Cl-].[NH4+]. The catalyst is C1COCC1. The product is [CH3:1][Si:2]([CH3:4])([CH3:3])[C:5]1[NH:6][N:7]=[N:24][C:23]=1[C:15]1[N:14]=[CH:13][C:22]2[C:17]([CH:16]=1)=[CH:18][CH:19]=[CH:20][CH:21]=2. The yield is 0.730.